Dataset: Reaction yield outcomes from USPTO patents with 853,638 reactions. Task: Predict the reaction yield, written as a fraction of the theoretical maximum amount of product (1.0 means a 100% yield; for example, 0.34 means a 34% yield). The reactants are [CH2:1]([CH:3]1[CH2:7][N:6]([C:8]([NH:10][CH2:11][CH3:12])=[NH:9])[N:5]=[CH:4]1)[CH3:2].CCN(C(C)C)C(C)C.Cl[S:23]([C:26]1[CH:27]=[C:28]([CH:32]=[CH:33][CH:34]=1)[C:29]([OH:31])=[O:30])(=[O:25])=[O:24]. The catalyst is C(Cl)Cl. The product is [CH2:11]([NH:10][C:8](=[N:9][S:23]([C:26]1[CH:27]=[C:28]([CH:32]=[CH:33][CH:34]=1)[C:29]([OH:31])=[O:30])(=[O:25])=[O:24])[N:6]1[CH2:7][CH:3]([CH2:1][CH3:2])[CH:4]=[N:5]1)[CH3:12]. The yield is 0.0400.